From a dataset of Experimentally validated miRNA-target interactions with 360,000+ pairs, plus equal number of negative samples. Binary Classification. Given a miRNA mature sequence and a target amino acid sequence, predict their likelihood of interaction. (1) The miRNA is hsa-miR-218-5p with sequence UUGUGCUUGAUCUAACCAUGU. The protein sequence of the target gene is MDTDLYDEFGNYIGPELDSDEDDDELGRETKDLDEMDDDDDDDDVGDHDDDHPGMEVVLHEDKKYYPTAEEVYGPEVETIVQEEDTQPLTEPIIKPVKTKKFTLMEQTLPVTVYEMDFLADLMDNSELIRNVTLCGHLHHGKTCFVDCLIEQTHPEIRKRYDQDLCYTDILFTEQERGVGIKSTPVTVVLPDTKGKSYLFNIMDTPGHVNFSDEVTAGLRISDGVVLFIDAAEGVMLNTERLIKHAVQERLAVTVCINKIDRLILELKLPPTDAYYKLRHIVDEVNGLISMYSTDENLIL.... Result: 1 (interaction). (2) The miRNA is hsa-miR-4262 with sequence GACAUUCAGACUACCUG. The protein sequence of the target gene is MLPCLALLLLMELSVCTVAGDGGEEQTLSTEAETWVIVALEEGAGPSIQLQLQEVKTGKASQFFGLMGKRVGGRPLIQPRRKKAYQLEHTFQGLLGKRSLFTEGREDEAQGSE. Result: 0 (no interaction). (3) The miRNA is hsa-miR-1202 with sequence GUGCCAGCUGCAGUGGGGGAG. The protein sequence of the target gene is MEAAETEAEAAALEVLAEVAGILEPVGLQEEAELPAKILVEFVVDSQKKDKLLCSQLQVADFLQNILAQEDTAKGLDPLASEDTSRQKAIAAKEQWKELKATYREHVEAIKIGLTKALTQMEEAQRKRTQLREAFEQLQAKKQMAMEKRRAVQNQWQLQQEKHLQHLAEVSAEVRERKTGTQQELDRVFQKLGNLKQQAEQERDKLQRYQTFLQLLYTLQGKLLFPEAEAEAENLPDDKPQQPTRPQEQSTGDTMGRDPGVSFKAVGLQPAGDVNLP. Result: 1 (interaction). (4) The miRNA is hsa-miR-215-5p with sequence AUGACCUAUGAAUUGACAGAC. The protein sequence of the target gene is MLSGIEAAAGEYEDSELRCRVAVEELSPGGQPRRRQALRTAELSLGRNERRELMLRLQAPGPAGRPRCFPLRAARLFTRFAEAGRSTLRLPAHDTPGAGAVQLLLSDCPPDRLRRFLRTLRLKLAAAPGPGPASARAQLLGPRPRDFVTISPVQPEERRLRAATRVPDTTLVKRPVEPQAGAEPSTEAPRWPLPVKRLSLPSTKPQLSEEQAAVLRAVLKGQSIFFTGSAGTGKSYLLKRILGSLPPTGTVATASTGVAACHIGGTTLHAFAGIGSGQAPLAQCVALAQRPGVRQGWLNC.... Result: 1 (interaction). (5) The miRNA is hsa-miR-6839-5p with sequence UCUGGAUUGAAGAGACGACCCA. The protein sequence of the target gene is MELTSRERGRGQPLPWELRLGLLLSVLAATLAQAPAPDVPGCSRGSCYPATGDLLVGRADRLTASSTCGLNGPQPYCIVSHLQDEKKCFLCDSRRPFSARDNPHSHRIQNVVTSFAPQRRAAWWQSENGIPAVTIQLDLEAEFHFTHLIMTFKTFRPAAMLVERSADFGRTWHVYRYFSYDCGADFPGVPLAPPRHWDDVVCESRYSEIEPSTEGEVIYRVLDPAIPIPDPYSSRIQNLLKITNLRVNLTRLHTLGDNLLDPRREIREKYYYALYELVVRGNCFCYGHASECAPAPGAPA.... Result: 0 (no interaction). (6) The miRNA is hsa-miR-4458 with sequence AGAGGUAGGUGUGGAAGAA. The protein sequence of the target gene is MNTIVFNKLGGAVLFEDRGTPDRERGSRTFSGFLDNPHTGPEVGIPDGPPLKDNLSLRHRRTGARQNGGKVRHKRQALQDMARPLKQWLYKHRDNPYPTKTEKILLALGSQMTLVQVSNWFANARRRLKNTVRQPDLSWALRIKLYNKYVQGNAERLSVSSDGDSCSEDGENPPRNHMNEEGYSTPAHHTVIKGESSAIKAGGRPESRAAEDYVSPPKYKSSLLNRYLNDSLRHVMATSTAMMGKTRRRNHSGSFSSNEFEEELVSPSSSETEGTFVYRTDTPDIGSTKGDSAANRRGPS.... Result: 0 (no interaction). (7) The miRNA is hsa-miR-3666 with sequence CAGUGCAAGUGUAGAUGCCGA. The protein sequence of the target gene is MAASPGPAGVGGAGAVYGSGSSGFALDSGLEIKTRSVEQTLLPLVSQITTLINHKDNTKKSDKTLQAIQRVGQAVNLAVGRFVKVGEAIANENWDLKEEINIACIEAKQAGETIAALTDITNLNHLESDGQITIFTDKTGVIKAARLLLSSVTKVLLLADRVVIKQIITSRNKVLATMERLEKVNSFQEFVQIFSQFGNEMVEFAHLSGDRQNDLKDEKKKAKMAAARAVLEKCTMMLLTASKTCLRHPNCESAHKNKEGVFDRMKVALDKVIEIVTDCKPNGETDISSISIFTGIKEFK.... Result: 0 (no interaction). (8) The miRNA is hsa-miR-3145-5p with sequence AACUCCAAACACUCAAAACUCA. The protein sequence of the target gene is MVKMTKSKTFQAYLPNCHRTYSCIHCRAHLANHDELISKSFQGSQGRAYLFNSVVNVGCGPAEERVLLTGLHAVADIYCENCKTTLGWKYEHAFESSQKYKEGKFIIELAHMIKDNGWE. Result: 0 (no interaction). (9) The miRNA is hsa-miR-6753-3p with sequence UGGUCUGUCUCUGCCCUGGCAC. The protein sequence of the target gene is MLLPCHWVLDATFSDGSLGQWVKNTCATYALSPVVLPPQPQPRKKATDKDYSAFHLGHLREVRLFLRGGTSDQRMDSLVLCPTYFKLWRTLSGSPGLQLSDLHFGSQPEGKFSLRRAVSVKQREEPQDWPLNEKRTLWKDSDLPTWRRGTGYTLSLPAVSPGKRLWGEKAGSLPESEPLFTYTLDEKVDKLVQFLLLKYQAKEPLTRAEMQMNVINTYTGYFPMIFRKAREFIEILFGISLTEVDPDHFYVFVNTLDLTCEGSLSDEQGMPQNRLLILILSVIFIKGNCASEEVIWEVLN.... Result: 0 (no interaction). (10) The miRNA is rno-let-7d-3p with sequence CUAUACGACCUGCUGCCUUUCU. The protein sequence of the target gene is MSPGFRRAVTGQGAAAAVQLLVTLSFLSSLVKTQVTGVLDDCLCDIDSIDKFNTYKIFPKIKKLQERDYFRYYKVNLKRPCPFWAEDGHCSIKDCHVEPCPESKIPVGIKAGRSNKYSQAANSTKELDDCEQANKLGAINSTLSNESKEAFIDWARYDDSQDHFCELDDERSPAAQYVDLLLNPERYTGYKGSSAWRVWNSIYEENCFKPRSVYRPLNPLAPSRGEDDGESFYTWLEGLCLEKRVFYKLISGLHASINLHLCANYLLEETWGKPSWGPNIKEFRRRFDPVETKGEGPRRL.... Result: 0 (no interaction).